From a dataset of Full USPTO retrosynthesis dataset with 1.9M reactions from patents (1976-2016). Predict the reactants needed to synthesize the given product. Given the product [OH:28][CH2:27][CH2:29][NH:30][CH2:1][C:3]1[CH:4]=[C:5]2[C:9](=[CH:10][CH:11]=1)[N:8]([C:20]([O:22][C:23]([CH3:24])([CH3:25])[CH3:26])=[O:21])[CH:7]=[CH:6]2, predict the reactants needed to synthesize it. The reactants are: [CH:1]([C:3]1[CH:4]=[C:5]2[C:9](=[CH:10][CH:11]=1)[NH:8][CH:7]=[CH:6]2)=O.[C:23]([O:22][C:20](O[C:20]([O:22][C:23]([CH3:26])([CH3:25])[CH3:24])=[O:21])=[O:21])([CH3:26])([CH3:25])[CH3:24].[CH2:27]([CH2:29][NH2:30])[OH:28].C(O)(=O)C.C(O[BH-](OC(=O)C)OC(=O)C)(=O)C.[Na+].